Predict the reactants needed to synthesize the given product. From a dataset of Full USPTO retrosynthesis dataset with 1.9M reactions from patents (1976-2016). (1) Given the product [N:1]1([C:23]2[CH:22]=[CH:21][N:20]=[C:19]([C:17]3[CH:18]=[CH:13][CH:14]=[C:15]([C:25]4[CH:30]=[CH:29][CH:28]=[CH:27][N:26]=4)[N:16]=3)[CH:24]=2)[CH2:6][CH2:5][CH2:4][CH2:3][CH2:2]1, predict the reactants needed to synthesize it. The reactants are: [NH:1]1[CH2:6][CH2:5][CH2:4][CH2:3][CH2:2]1.N1([C:13]2[CH:18]=[C:17]([C:19]3[CH:24]=[CH:23][CH:22]=[CH:21][N:20]=3)[N:16]=[C:15]([C:25]3[CH:30]=[CH:29][CH:28]=[CH:27][N:26]=3)[CH:14]=2)CCCCC1. (2) Given the product [F:14][C:2]([F:1])([F:13])[C:3]1[N:8]=[CH:7][N:6]=[C:5]([C:9]2[NH:11][O:12][C:15](=[O:16])[N:10]=2)[CH:4]=1, predict the reactants needed to synthesize it. The reactants are: [F:1][C:2]([F:14])([F:13])[C:3]1[N:8]=[CH:7][N:6]=[C:5]([C:9](=[N:11][OH:12])[NH2:10])[CH:4]=1.[C:15](N1C=CN=C1)(N1C=CN=C1)=[O:16].N12CCCN=C1CCCCC2.Cl.